Predict which catalyst facilitates the given reaction. From a dataset of Catalyst prediction with 721,799 reactions and 888 catalyst types from USPTO. (1) Reactant: [Cl:1][C:2]1[CH:24]=[CH:23][C:5]([CH2:6][N:7]2[C:11]([CH2:12][CH2:13][C:14](OCC)=[O:15])=[CH:10][C:9]([O:19][CH:20]([CH3:22])[CH3:21])=[N:8]2)=[C:4]([F:25])[CH:3]=1.[H-].C([Al+]CC(C)C)C(C)C.CO.[C@H](O)(C([O-])=O)[C@@H](O)C([O-])=O.[Na+].[K+]. Product: [Cl:1][C:2]1[CH:24]=[CH:23][C:5]([CH2:6][N:7]2[C:11]([CH2:12][CH2:13][CH2:14][OH:15])=[CH:10][C:9]([O:19][CH:20]([CH3:22])[CH3:21])=[N:8]2)=[C:4]([F:25])[CH:3]=1. The catalyst class is: 207. (2) Reactant: [NH2:1][C:2]1[CH:7]=[C:6]([Br:8])[CH:5]=[CH:4][C:3]=1[C:9](=[C:11]([C:14]#[N:15])[C:12]#[N:13])[OH:10]. Product: [NH2:13][C:12]1[C:11]([C:14]#[N:15])=[C:9]([OH:10])[C:3]2[C:2](=[CH:7][C:6]([Br:8])=[CH:5][CH:4]=2)[N:1]=1. The catalyst class is: 35. (3) Reactant: C([O:9][CH2:10][CH2:11][O:12][CH2:13][CH2:14][N:15]1[C:23]2[C:22](Cl)=[N:21][CH:20]=[N:19][C:18]=2[CH:17]=[CH:16]1)(=O)C1C=CC=CC=1.[Cl:25][C:26]1[CH:27]=[C:28]([CH:30]=[CH:31][C:32]=1[O:33][C:34]1[CH:39]=[CH:38][CH:37]=[C:36]([C:40]2[O:41][CH:42]=[C:43]([CH3:45])[N:44]=2)[CH:35]=1)[NH2:29].C(O)(C)C.[OH-].[Na+]. Product: [Cl:25][C:26]1[CH:27]=[C:28]([NH:29][C:22]2[C:23]3[N:15]([CH2:14][CH2:13][O:12][CH2:11][CH2:10][OH:9])[CH:16]=[CH:17][C:18]=3[N:19]=[CH:20][N:21]=2)[CH:30]=[CH:31][C:32]=1[O:33][C:34]1[CH:39]=[CH:38][CH:37]=[C:36]([C:40]2[O:41][CH:42]=[C:43]([CH3:45])[N:44]=2)[CH:35]=1. The catalyst class is: 7. (4) Reactant: CS([O:5][C:6]1[CH:32]=[CH:31][C:9]([O:10][CH2:11][CH2:12][C:13]2[CH:14]=[C:15]([CH:28]=[CH:29][CH:30]=2)[O:16][CH2:17][C:18]2[CH:27]=[CH:26][CH:25]=[CH:24][C:19]=2[C:20]([O:22]C)=[O:21])=[CH:8][CH:7]=1)(=O)=O.[OH-].[Li+].Cl. Product: [OH:5][C:6]1[CH:7]=[CH:8][C:9]([O:10][CH2:11][CH2:12][C:13]2[CH:14]=[C:15]([CH:28]=[CH:29][CH:30]=2)[O:16][CH2:17][C:18]2[CH:27]=[CH:26][CH:25]=[CH:24][C:19]=2[C:20]([OH:22])=[O:21])=[CH:31][CH:32]=1. The catalyst class is: 20. (5) Reactant: [CH3:1][O:2][C:3]1[CH:17]=[CH:16][C:6]([CH2:7][N:8]2[CH:12]=[C:11]([N+:13]([O-])=O)[CH:10]=[N:9]2)=[CH:5][CH:4]=1.[Cl-].[NH4+].O.C(OCC)(=O)C. Product: [CH3:1][O:2][C:3]1[CH:4]=[CH:5][C:6]([CH2:7][N:8]2[CH:12]=[C:11]([NH2:13])[CH:10]=[N:9]2)=[CH:16][CH:17]=1. The catalyst class is: 186.